Dataset: Reaction yield outcomes from USPTO patents with 853,638 reactions. Task: Predict the reaction yield, written as a fraction of the theoretical maximum amount of product (1.0 means a 100% yield; for example, 0.34 means a 34% yield). The catalyst is CN(C)C=O. The product is [N:3]1[CH:8]=[CH:7][N:6]=[CH:5][C:4]=1[C:9]1([C:10]#[N:11])[CH2:14][CH2:13]1. The reactants are [H-].[Na+].[N:3]1[CH:8]=[CH:7][N:6]=[CH:5][C:4]=1[CH2:9][C:10]#[N:11].Br[CH2:13][CH2:14]Br. The yield is 0.310.